Predict the reaction yield, written as a fraction of the theoretical maximum amount of product (1.0 means a 100% yield; for example, 0.34 means a 34% yield). From a dataset of Reaction yield outcomes from USPTO patents with 853,638 reactions. The reactants are Br[C:2]1[S:3][CH:4]=[CH:5][C:6]=1[CH2:7][CH2:8][CH2:9][CH2:10][CH2:11][CH2:12][CH2:13][CH3:14].[Mg].Br[C:17]1[S:21][C:20]([C:22]2[CH:27]=[C:26]([O:28][CH2:29][CH2:30][CH2:31][CH2:32][CH2:33][CH2:34][CH2:35][CH3:36])[C:25]([C:37]3[S:38][C:39](Br)=[CH:40][CH:41]=3)=[CH:24][C:23]=2[O:43][CH2:44][CH2:45][CH2:46][CH2:47][CH2:48][CH2:49][CH2:50][CH3:51])=[CH:19][CH:18]=1. The catalyst is C1COCC1.C(OCC)(=O)C. The product is [CH2:7]([C:6]1[CH:5]=[CH:4][S:3][C:2]=1[C:17]1[S:21][C:20]([C:22]2[CH:27]=[C:26]([O:28][CH2:29][CH2:30][CH2:31][CH2:32][CH2:33][CH2:34][CH2:35][CH3:36])[C:25]([C:37]3[S:38][C:39]([C:2]4[S:3][CH:4]=[CH:5][C:6]=4[CH2:7][CH2:8][CH2:9][CH2:10][CH2:11][CH2:12][CH2:13][CH3:14])=[CH:40][CH:41]=3)=[CH:24][C:23]=2[O:43][CH2:44][CH2:45][CH2:46][CH2:47][CH2:48][CH2:49][CH2:50][CH3:51])=[CH:19][CH:18]=1)[CH2:8][CH2:9][CH2:10][CH2:11][CH2:12][CH2:13][CH3:14]. The yield is 0.300.